From a dataset of Forward reaction prediction with 1.9M reactions from USPTO patents (1976-2016). Predict the product of the given reaction. (1) Given the reactants [CH3:1][S:2][C:3]1[CH:4]=[C:5]([C:9]2[CH2:10][CH2:11][N:12]([CH2:15][CH2:16][CH3:17])[CH2:13][CH:14]=2)[CH:6]=[CH:7][CH:8]=1.Cl, predict the reaction product. The product is: [CH3:1][S:2][C:3]1[CH:4]=[C:5]([CH:9]2[CH2:14][CH2:13][N:12]([CH2:15][CH2:16][CH3:17])[CH2:11][CH2:10]2)[CH:6]=[CH:7][CH:8]=1. (2) Given the reactants [F:1][C:2]([F:28])([F:27])[C:3]1[CH:8]=[CH:7][C:6]([C:9]2[C:10]3[CH2:17][CH2:16][CH:15]([O:18][CH2:19][C:20]([O:22]C(C)(C)C)=[O:21])[C:11]=3[CH:12]=[N:13][CH:14]=2)=[CH:5][CH:4]=1.[ClH:29].O1CCOCC1, predict the reaction product. The product is: [ClH:29].[F:27][C:2]([F:1])([F:28])[C:3]1[CH:4]=[CH:5][C:6]([C:9]2[C:10]3[CH2:17][CH2:16][CH:15]([O:18][CH2:19][C:20]([OH:22])=[O:21])[C:11]=3[CH:12]=[N:13][CH:14]=2)=[CH:7][CH:8]=1.